From a dataset of Tyrosyl-DNA phosphodiesterase HTS with 341,365 compounds. Binary Classification. Given a drug SMILES string, predict its activity (active/inactive) in a high-throughput screening assay against a specified biological target. The compound is O=C(Nc1ccc(cc1)C(OCC)=O)C1CCCN(C1)c1nccnc1. The result is 0 (inactive).